Predict the product of the given reaction. From a dataset of Forward reaction prediction with 1.9M reactions from USPTO patents (1976-2016). (1) Given the reactants [N:1]1[CH:6]=[CH:5][CH:4]=[CH:3][C:2]=1[C:7]1[O:8][C:9]2[CH2:14][CH2:13][N:12]([C:15]3[CH:16]=[C:17]([CH:20]=[CH:21][CH:22]=3)C#N)[CH2:11][C:10]=2[N:23]=1.BrC1C=C(C=CC=1)[C:28]#[N:29], predict the reaction product. The product is: [N:1]1[CH:6]=[CH:5][CH:4]=[CH:3][C:2]=1[C:7]1[O:8][C:9]2[CH2:14][CH2:13][N:12]([C:15]3[CH:22]=[CH:21][CH:20]=[CH:17][C:16]=3[C:28]#[N:29])[CH2:11][C:10]=2[N:23]=1. (2) Given the reactants I[C:2]1[CH:3]=[CH:4][C:5]2[N:6]([N:8]=[CH:9][N:10]=2)[CH:7]=1.C([Mg]Br)(C)C.CN([CH:19]=[O:20])C.O, predict the reaction product. The product is: [N:10]1[CH:9]=[N:8][N:6]2[CH:7]=[C:2]([CH:19]=[O:20])[CH:3]=[CH:4][C:5]=12. (3) Given the reactants [C:1]([C:3]1[CH:4]=[C:5]([C:13]2[N:23]=[C:22]([CH3:24])[CH:21]=[CH:20][C:14]=2[C:15]([O:17][CH2:18][CH3:19])=[O:16])[CH:6]=[CH:7][C:8]=1[O:9]COC)#[N:2].[ClH:25].O1CCOCC1, predict the reaction product. The product is: [ClH:25].[C:1]([C:3]1[CH:4]=[C:5]([C:13]2[N:23]=[C:22]([CH3:24])[CH:21]=[CH:20][C:14]=2[C:15]([O:17][CH2:18][CH3:19])=[O:16])[CH:6]=[CH:7][C:8]=1[OH:9])#[N:2]. (4) Given the reactants [C:1]1([C:17]2[CH:22]=[CH:21][CH:20]=[CH:19][CH:18]=2)[CH:6]=[CH:5][CH:4]=[CH:3][C:2]=1[NH:7][C:8](=[O:16])[O:9][CH2:10][C@@H:11]1[CH2:15][CH2:14][CH2:13][NH:12]1.I[CH2:24][CH:25]([CH3:27])[CH3:26], predict the reaction product. The product is: [C:1]1([C:17]2[CH:22]=[CH:21][CH:20]=[CH:19][CH:18]=2)[CH:6]=[CH:5][CH:4]=[CH:3][C:2]=1[NH:7][C:8](=[O:16])[O:9][CH2:10][C@@H:11]1[CH2:15][CH2:14][CH2:13][N:12]1[CH2:24][CH:25]([CH3:27])[CH3:26]. (5) Given the reactants [CH:1]1[C:6]([OH:7])=[CH:5][CH:4]=[C:3]([S:8]([C:11]2[CH:16]=[CH:15][C:14]([OH:17])=[CH:13][CH:12]=2)(=[O:10])=[O:9])[CH:2]=1.[OH2:18], predict the reaction product. The product is: [CH:6]1[CH:5]=[C:4]([OH:18])[C:3]([S:8]([C:11]2[CH:16]=[CH:15][C:14]([OH:17])=[CH:13][CH:12]=2)(=[O:10])=[O:9])=[CH:2][CH:1]=1.[CH:15]1[C:14]([OH:17])=[CH:13][CH:12]=[C:11]([S:8]([C:3]2[CH:4]=[CH:5][C:6]([OH:7])=[CH:1][CH:2]=2)(=[O:10])=[O:9])[CH:16]=1. (6) Given the reactants [Cl-].[CH2:2]([O:4][C:5]([C:7]1[N:8]=[C:9]([CH:12]2[CH2:17][CH2:16][NH2+:15][CH2:14][CH2:13]2)[S:10][CH:11]=1)=[O:6])[CH3:3].[Cl:18][C:19]1[C:20]([C:29]([F:32])([F:31])[F:30])=[N:21][N:22]([CH2:25][C:26](O)=[O:27])[C:23]=1[CH3:24], predict the reaction product. The product is: [Cl:18][C:19]1[C:20]([C:29]([F:31])([F:30])[F:32])=[N:21][N:22]([CH2:25][C:26]([N:15]2[CH2:16][CH2:17][CH:12]([C:9]3[S:10][CH:11]=[C:7]([C:5]([O:4][CH2:2][CH3:3])=[O:6])[N:8]=3)[CH2:13][CH2:14]2)=[O:27])[C:23]=1[CH3:24]. (7) Given the reactants [OH-:1].[K+].N#N.[OH:5][C:6]1[C:7]([C:14]#N)=[N:8][CH:9]=[CH:10][C:11]=1[O:12][CH3:13].Cl.[OH2:17], predict the reaction product. The product is: [OH:5][C:6]1[C:7]([C:14]([OH:17])=[O:1])=[N:8][CH:9]=[CH:10][C:11]=1[O:12][CH3:13].